This data is from Reaction yield outcomes from USPTO patents with 853,638 reactions. The task is: Predict the reaction yield, written as a fraction of the theoretical maximum amount of product (1.0 means a 100% yield; for example, 0.34 means a 34% yield). (1) The reactants are [F:1][C:2]([F:18])([F:17])[C:3]1[CH:4]=[CH:5][C:6]([C:9]2[CH:16]=[CH:15][C:12]([CH:13]=O)=[CH:11][CH:10]=2)=[N:7][CH:8]=1.[CH3:19][C:20]([S@@:23]([NH2:25])=[O:24])([CH3:22])[CH3:21]. The catalyst is [O-]CC.[Ti+4].[O-]CC.[O-]CC.[O-]CC. The product is [CH3:19][C:20]([S@@:23](/[N:25]=[CH:13]/[C:12]1[CH:15]=[CH:16][C:9]([C:6]2[CH:5]=[CH:4][C:3]([C:2]([F:18])([F:17])[F:1])=[CH:8][N:7]=2)=[CH:10][CH:11]=1)=[O:24])([CH3:22])[CH3:21]. The yield is 0.810. (2) The reactants are C(NC(C)C)(C)C.C([Li])CCC.CN(C)S(=O)(=O)O[C:17]1[CH:22]=[C:21]([O:23][CH3:24])[C:20]([O:25][CH3:26])=[CH:19][C:18]=1[CH2:27][CH2:28][C:29]#[N:30].O. The catalyst is CCCCCC.C1COCC1. The product is [CH3:26][O:25][C:20]1[CH:19]=[C:18]2[C:17](=[CH:22][C:21]=1[O:23][CH3:24])[CH:28]([C:29]#[N:30])[CH2:27]2. The yield is 0.500. (3) The reactants are [NH2:1][C:2]1N=C[C:5]([C:8]2[N:9]=[C:10]([N:20]3[CH2:25][CH2:24][O:23][CH2:22][CH2:21]3)[C:11]3[S:16][C:15]([C:17](O)=[O:18])=[CH:14][C:12]=3[N:13]=2)=[CH:4][N:3]=1.[CH:26]1N=CN(C(N2C=NC=C2)=O)[CH:27]=1.O[NH:39][C:40](=[NH:47])[C:41]1[CH:46]=[CH:45][CH:44]=[N:43][CH:42]=1. The catalyst is CN(C=O)C.CCOC(C)=O.O. The product is [O:23]1[CH2:22][CH2:21][N:20]([C:10]2[C:11]3[S:16][C:15]([C:17]4[O:18][N:47]=[C:40]([C:41]5[CH:42]=[N:43][CH:44]=[CH:45][CH:46]=5)[N:39]=4)=[CH:14][C:12]=3[N:13]=[C:8]([C:5]3[CH:26]=[CH:27][C:2]([NH2:1])=[N:3][CH:4]=3)[N:9]=2)[CH2:25][CH2:24]1. The yield is 0.100. (4) The yield is 0.880. The reactants are [F:1][C:2]1[CH:18]=[CH:17][C:5]([O:6][C:7]2[CH:12]=[CH:11][C:10]([CH2:13][CH2:14][C:15]#[N:16])=[CH:9][CH:8]=2)=[CH:4][CH:3]=1.C(Cl)(C)=O.[NH3:23]. The product is [F:1][C:2]1[CH:18]=[CH:17][C:5]([O:6][C:7]2[CH:12]=[CH:11][C:10]([CH2:13][CH2:14][C:15](=[NH:23])[NH2:16])=[CH:9][CH:8]=2)=[CH:4][CH:3]=1. The catalyst is C1(C)C=CC=CC=1.CO.